This data is from Reaction yield outcomes from USPTO patents with 853,638 reactions. The task is: Predict the reaction yield, written as a fraction of the theoretical maximum amount of product (1.0 means a 100% yield; for example, 0.34 means a 34% yield). (1) The catalyst is ClCCl. The yield is 0.730. The product is [C:23]1([S:20]([N:12]2[C:13]3=[N:14][CH:15]=[C:16]([Cl:19])[CH:17]=[C:18]3[C:10]([CH2:8][C:5]3[CH:4]=[CH:3][C:2]([NH2:1])=[N:7][CH:6]=3)=[CH:11]2)(=[O:22])=[O:21])[CH:28]=[CH:27][CH:26]=[CH:25][CH:24]=1. The reactants are [NH2:1][C:2]1[N:7]=[CH:6][C:5]([CH:8]([C:10]2[C:18]3[C:13](=[N:14][CH:15]=[C:16]([Cl:19])[CH:17]=3)[N:12]([S:20]([C:23]3[CH:28]=[CH:27][CH:26]=[CH:25][CH:24]=3)(=[O:22])=[O:21])[CH:11]=2)O)=[CH:4][CH:3]=1.C([SiH](CC)CC)C.FC(F)(F)C(O)=O. (2) The product is [Br:21][C:22]1[CH:23]=[C:24]2[C:29](=[CH:30][CH:31]=1)[C:28]([CH2:32][N:3]1[C:2](=[O:1])[C@@H:8]([NH:9][C:10](=[O:16])[O:11][C:12]([CH3:15])([CH3:14])[CH3:13])[CH2:7][O:6][C:5]3[CH:17]=[CH:18][CH:19]=[CH:20][C:4]1=3)=[C:27]([O:34][CH3:35])[CH:26]=[CH:25]2. The catalyst is CN(C=O)C.O. The reactants are [O:1]=[C:2]1[C@@H:8]([NH:9][C:10](=[O:16])[O:11][C:12]([CH3:15])([CH3:14])[CH3:13])[CH2:7][O:6][C:5]2[CH:17]=[CH:18][CH:19]=[CH:20][C:4]=2[NH:3]1.[Br:21][C:22]1[CH:23]=[C:24]2[C:29](=[CH:30][CH:31]=1)[C:28]([CH2:32]Cl)=[C:27]([O:34][CH3:35])[CH:26]=[CH:25]2.C([O-])([O-])=O.[Cs+].[Cs+].[Na+].[I-]. The yield is 0.670. (3) The reactants are [Cl:1][C:2]1[CH:9]=[CH:8][C:5]([CH:6]=O)=[C:4]([O:10][CH3:11])[CH:3]=1.[N+:12]([CH3:15])([O-:14])=[O:13].Cl.CN.C([O-])(=O)C.[Na+]. No catalyst specified. The product is [Cl:1][C:2]1[CH:9]=[CH:8][C:5](/[CH:6]=[CH:15]/[N+:12]([O-:14])=[O:13])=[C:4]([O:10][CH3:11])[CH:3]=1. The yield is 0.783. (4) The reactants are C1(N2C=C(C=C3CCNCC3)N=N2)C=CC=CC=1.C(OC([N:26]1[CH2:31][CH2:30][C:29](=[CH:32][C:33]2[O:37][N:36]=[C:35]([CH3:38])[N:34]=2)[CH2:28][CH2:27]1)=O)(C)(C)C. No catalyst specified. The product is [CH3:38][C:35]1[N:34]=[C:33]([CH:32]=[C:29]2[CH2:30][CH2:31][NH:26][CH2:27][CH2:28]2)[O:37][N:36]=1. The yield is 1.00. (5) The reactants are Cl[C:2]1[CH:7]=[C:6]([O:8][C:9]2[CH:14]=[CH:13][C:12]([N+:15]([O-:17])=[O:16])=[CH:11][CH:10]=2)[N:5]=[CH:4][N:3]=1.[CH3:18][S:19][C:20]1[CH:26]=[CH:25][C:23]([NH2:24])=[CH:22][CH:21]=1.C(N(C(C)C)CC)(C)C. The catalyst is CN1CCCC1=O.CCCCCC.C(OCC)(=O)C.O. The product is [N+:15]([C:12]1[CH:13]=[CH:14][C:9]([O:8][C:6]2[N:5]=[CH:4][N:3]=[C:2]([NH:24][C:23]3[CH:25]=[CH:26][C:20]([S:19][CH3:18])=[CH:21][CH:22]=3)[CH:7]=2)=[CH:10][CH:11]=1)([O-:17])=[O:16]. The yield is 0.190.